Dataset: Experimentally validated miRNA-target interactions with 360,000+ pairs, plus equal number of negative samples. Task: Binary Classification. Given a miRNA mature sequence and a target amino acid sequence, predict their likelihood of interaction. The miRNA is hsa-miR-6514-5p with sequence UAUGGAGUGGACUUUCAGCUGGC. The protein sequence of the target gene is MGPLTFTDVAIEFSLEEWQCLDTAQQNLYRNVMLENYRNLVFLGIAVSKPDLITCLEKEKEPCKMKRHEMVDEPPVVCSHFAEDFWPEQDIKDSFQKVTLRRYDKRGHENLQLRKGYKTVGDCKLYKGGYNGLNQCLTLTQSKMYHCDIYVKVFYAFSNADRYKTRHTGKKPFQCKKCGKSFCMLSQLTQHKKIHIRENTYRCKEFGNAFNQSSALTNHKRIYVGEKHYRCEECGKAFNHYSTLTNHKRIHTGEKPYKCKECGKAFSRYSTLTTHKRIHSGEKPYKCDECGKTFSISSTF.... Result: 1 (interaction).